From a dataset of Reaction yield outcomes from USPTO patents with 853,638 reactions. Predict the reaction yield, written as a fraction of the theoretical maximum amount of product (1.0 means a 100% yield; for example, 0.34 means a 34% yield). (1) The reactants are [NH2:1][C@@H:2]([C:10]([OH:12])=[O:11])[CH2:3][C:4]1[CH:9]=[CH:8][CH:7]=[CH:6][CH:5]=1.S(Cl)([Cl:15])=O.[CH3:17]O. No catalyst specified. The product is [ClH:15].[CH3:17][O:11][C:10](=[O:12])[C@@H:2]([CH2:3][C:4]1[CH:9]=[CH:8][CH:7]=[CH:6][CH:5]=1)[NH2:1]. The yield is 0.970. (2) The reactants are [O:1]1[C:3]2([CH2:8][CH2:7][N:6]([C:9]3[CH:14]=[CH:13][C:12]([N:15]4[CH2:19][C@H:18]([CH2:20][NH:21][C:22](=[O:24])[CH3:23])[O:17][C:16]4=[O:25])=[CH:11][C:10]=3[F:26])[CH2:5][CH2:4]2)[CH2:2]1.[CH3:27][O-:28].[Na+]. The catalyst is CO. The product is [CH3:27][O:28][CH2:2][C:3]1([OH:1])[CH2:4][CH2:5][N:6]([C:9]2[CH:14]=[CH:13][C:12]([N:15]3[CH2:19][C@H:18]([CH2:20][NH:21][C:22](=[O:24])[CH3:23])[O:17][C:16]3=[O:25])=[CH:11][C:10]=2[F:26])[CH2:7][CH2:8]1. The yield is 0.820. (3) The reactants are [OH:1][C@H:2]1[C@H:7]([CH3:8])[CH2:6][CH2:5][C@@H:4]([NH:9][C:10]2[C:15]([C:16]#[N:17])=[CH:14][N:13]=[C:12](S(C)(=O)=O)[N:11]=2)[CH2:3]1.[CH3:22][CH:23]([NH2:25])[CH3:24].CCN(C(C)C)C(C)C. No catalyst specified. The product is [OH:1][C@H:2]1[C@H:7]([CH3:8])[CH2:6][CH2:5][C@@H:4]([NH:9][C:10]2[C:15]([C:16]#[N:17])=[CH:14][N:13]=[C:12]([NH:25][CH:23]([CH3:24])[CH3:22])[N:11]=2)[CH2:3]1. The yield is 0.920. (4) The reactants are [Li+].[OH-].C[O:4][C:5]([C:7]1[CH:16]=[CH:15][C:14]2[CH2:13][CH2:12][CH2:11][C@@H:10]([NH:17][C:18](=[O:26])[C:19]3[CH:24]=[CH:23][CH:22]=[CH:21][C:20]=3[Cl:25])[C:9]=2[CH:8]=1)=[O:6]. The catalyst is CO.O. The product is [Cl:25][C:20]1[CH:21]=[CH:22][CH:23]=[CH:24][C:19]=1[C:18]([NH:17][C@H:10]1[C:9]2[CH:8]=[C:7]([C:5]([OH:6])=[O:4])[CH:16]=[CH:15][C:14]=2[CH2:13][CH2:12][CH2:11]1)=[O:26]. The yield is 0.814. (5) The reactants are [O:1]([CH2:8][CH2:9][N:10]1[CH2:15][CH2:14][CH2:13][CH2:12][C@@H:11]1[C:16]([NH:18][C@H:19]([C:21]1[CH:30]=[CH:29][C:24]([C:25]([O:27]C)=[O:26])=[CH:23][CH:22]=1)[CH3:20])=[O:17])[C:2]1[CH:7]=[CH:6][CH:5]=[CH:4][CH:3]=1.[OH-].[Na+].[ClH:33]. The catalyst is C1COCC1.CO. The product is [ClH:33].[O:1]([CH2:8][CH2:9][N:10]1[CH2:15][CH2:14][CH2:13][CH2:12][C@@H:11]1[C:16]([NH:18][C@H:19]([C:21]1[CH:22]=[CH:23][C:24]([C:25]([OH:27])=[O:26])=[CH:29][CH:30]=1)[CH3:20])=[O:17])[C:2]1[CH:3]=[CH:4][CH:5]=[CH:6][CH:7]=1. The yield is 0.660. (6) The reactants are Br[C:2]1[CH:3]=[C:4]([C:9]2([C:15]3[CH:20]=[CH:19][C:18]([O:21][CH3:22])=[C:17]([CH3:23])[CH:16]=3)[CH2:13][O:12][C:11]([NH2:14])=[N:10]2)[CH:5]=[C:6]([F:8])[CH:7]=1.CC(C1C=C(C(C)C)C(C2C(P(C(C)(C)C)C(C)(C)C)=CC=CC=2)=C(C(C)C)C=1)C.[NH2:54][C:55]1[CH:60]=[CH:59][CH:58]=[CH:57][CH:56]=1. The catalyst is C1(C)C=CC=CC=1. The product is [F:8][C:6]1[CH:5]=[C:4]([C:9]2([C:15]3[CH:20]=[CH:19][C:18]([O:21][CH3:22])=[C:17]([CH3:23])[CH:16]=3)[CH2:13][O:12][C:11]([NH2:14])=[N:10]2)[CH:3]=[C:2]([NH:54][C:55]2[CH:60]=[CH:59][CH:58]=[CH:57][CH:56]=2)[CH:7]=1. The yield is 0.470.